From a dataset of Full USPTO retrosynthesis dataset with 1.9M reactions from patents (1976-2016). Predict the reactants needed to synthesize the given product. (1) Given the product [N:30]([C@@H:9]1[CH2:14][CH2:13][O:12][C@@H:11]([C:15]2[CH:16]=[C:17]([CH:22]=[CH:23][CH:24]=2)[C:18]([O:20][CH3:21])=[O:19])[CH2:10]1)=[N+:31]=[N-:32], predict the reactants needed to synthesize it. The reactants are: C(N(CC)CC)C.O[C@H:9]1[CH2:14][CH2:13][O:12][C@@H:11]([C:15]2[CH:16]=[C:17]([CH:22]=[CH:23][CH:24]=2)[C:18]([O:20][CH3:21])=[O:19])[CH2:10]1.CS(Cl)(=O)=O.[N-:30]=[N+:31]=[N-:32].[Na+]. (2) Given the product [C:14]([O:18][C:19](=[O:53])[NH:20][CH:21]1[CH2:22][CH2:23][CH:24]([NH:27][C:28](=[O:52])[C:29]2[CH:34]=[C:33]([O:35][C:36]3[CH:41]=[CH:40][C:39]([C:42]#[N:43])=[CH:38][CH:37]=3)[CH:32]=[C:31]([O:44][C:45]3[CH:46]=[CH:47][C:48]([NH:51][C:11](=[O:13])[CH2:10][CH2:9][NH:8][C:6]([O:5][C:1]([CH3:2])([CH3:3])[CH3:4])=[O:7])=[CH:49][CH:50]=3)[CH:30]=2)[CH2:25][CH2:26]1)([CH3:17])([CH3:15])[CH3:16], predict the reactants needed to synthesize it. The reactants are: [C:1]([O:5][C:6]([NH:8][CH2:9][CH2:10][C:11]([OH:13])=O)=[O:7])([CH3:4])([CH3:3])[CH3:2].[C:14]([O:18][C:19](=[O:53])[NH:20][CH:21]1[CH2:26][CH2:25][CH:24]([NH:27][C:28](=[O:52])[C:29]2[CH:34]=[C:33]([O:35][C:36]3[CH:41]=[CH:40][C:39]([C:42]#[N:43])=[CH:38][CH:37]=3)[CH:32]=[C:31]([O:44][C:45]3[CH:50]=[CH:49][C:48]([NH2:51])=[CH:47][CH:46]=3)[CH:30]=2)[CH2:23][CH2:22]1)([CH3:17])([CH3:16])[CH3:15]. (3) Given the product [NH:7]1[C:15]2[C:10](=[CH:11][CH:12]=[CH:13][CH:14]=2)[CH:9]=[C:8]1[CH2:16][OH:17], predict the reactants needed to synthesize it. The reactants are: [H-].[H-].[H-].[H-].[Li+].[Al+3].[NH:7]1[C:15]2[C:10](=[CH:11][CH:12]=[CH:13][CH:14]=2)[CH:9]=[C:8]1[C:16](O)=[O:17].CO.